Dataset: Peptide-MHC class I binding affinity with 185,985 pairs from IEDB/IMGT. Task: Regression. Given a peptide amino acid sequence and an MHC pseudo amino acid sequence, predict their binding affinity value. This is MHC class I binding data. (1) The peptide sequence is SMGTSGLEL. The MHC is HLA-B07:02 with pseudo-sequence HLA-B07:02. The binding affinity (normalized) is 0. (2) The peptide sequence is RVNSAEVQK. The MHC is HLA-A11:01 with pseudo-sequence HLA-A11:01. The binding affinity (normalized) is 0.638. (3) The peptide sequence is QAKWRLQTL. The MHC is HLA-A02:01 with pseudo-sequence HLA-A02:01. The binding affinity (normalized) is 0.0172. (4) The peptide sequence is LVKMINHLK. The MHC is HLA-B35:01 with pseudo-sequence HLA-B35:01. The binding affinity (normalized) is 0. (5) The peptide sequence is YMSFWCKSI. The binding affinity (normalized) is 0.697. The MHC is HLA-A02:01 with pseudo-sequence HLA-A02:01. (6) The peptide sequence is KAALDLSHFL. The MHC is HLA-B57:01 with pseudo-sequence HLA-B57:01. The binding affinity (normalized) is 0.467. (7) The peptide sequence is KVMALPIPH. The MHC is HLA-A11:01 with pseudo-sequence HLA-A11:01. The binding affinity (normalized) is 0.703.